From a dataset of Forward reaction prediction with 1.9M reactions from USPTO patents (1976-2016). Predict the product of the given reaction. (1) Given the reactants [NH2:1][C:2]1[C:7](Br)=[N:6][C:5]([Br:9])=[CH:4][N:3]=1.[CH:10]1([NH2:13])[CH2:12][CH2:11]1, predict the reaction product. The product is: [Br:9][C:5]1[N:6]=[C:7]([NH:13][CH:10]2[CH2:12][CH2:11]2)[C:2]([NH2:1])=[N:3][CH:4]=1. (2) Given the reactants Cl[C:2]1[C:11]2[C:6](=[CH:7][CH:8]=[CH:9][CH:10]=2)[CH:5]=[CH:4][N:3]=1.[C:12]1(B(O)O)[CH:17]=[CH:16][CH:15]=[CH:14][CH:13]=1.COCCOC.C1(P(C2C=CC=CC=2)C2C=CC=CC=2)C=CC=CC=1, predict the reaction product. The product is: [C:12]1([C:2]2[C:11]3[C:6](=[CH:7][CH:8]=[CH:9][CH:10]=3)[CH:5]=[CH:4][N:3]=2)[CH:17]=[CH:16][CH:15]=[CH:14][CH:13]=1. (3) Given the reactants Br[C:2]1[CH:3]=[CH:4][C:5]([F:13])=[C:6]([CH:12]=1)[CH2:7][NH:8][C:9](=[O:11])[CH3:10].C(N(CC)CC)C.[CH3:21][Si:22]([C:25]#[CH:26])([CH3:24])[CH3:23], predict the reaction product. The product is: [F:13][C:5]1[CH:4]=[CH:3][C:2]([C:26]#[C:25][Si:22]([CH3:24])([CH3:23])[CH3:21])=[CH:12][C:6]=1[CH2:7][NH:8][C:9](=[O:11])[CH3:10]. (4) Given the reactants [OH-:1].[Na+].[C:3]([C:5]1[CH:6]=[C:7]([CH2:11][C:12]([O:14]C)=[O:13])[CH:8]=[CH:9][CH:10]=1)#N.C[OH:17], predict the reaction product. The product is: [C:12]([CH2:11][C:7]1[CH:6]=[C:5]([CH:10]=[CH:9][CH:8]=1)[C:3]([OH:17])=[O:1])([OH:14])=[O:13]. (5) Given the reactants CC1(C)C2C=CC=C(P(C3C=CC=CC=3)C3C=CC=CC=3)C=2OC2C1=CC=CC=2P(C1C=CC=CC=1)C1C=CC=CC=1.C(=O)([O-])[O-].[Cs+].[Cs+].[NH2:49][C:50]1[CH:59]=[CH:58][CH:57]=[C:56]([F:60])[C:51]=1[C:52]([NH:54][CH3:55])=[O:53].[Cl:61][C:62]1[CH:67]=[C:66](I)[C:65]([Cl:69])=[CH:64][N:63]=1, predict the reaction product. The product is: [Cl:61][C:62]1[CH:67]=[C:66]([NH:49][C:50]2[CH:59]=[CH:58][CH:57]=[C:56]([F:60])[C:51]=2[C:52]([NH:54][CH3:55])=[O:53])[C:65]([Cl:69])=[CH:64][N:63]=1. (6) Given the reactants [CH2:1]([O:8][C:9]1[CH:16]=[CH:15][C:12]([CH:13]=[O:14])=[C:11]([OH:17])[CH:10]=1)[C:2]1[CH:7]=[CH:6][CH:5]=[CH:4][CH:3]=1.[Br:18]N1C(=O)CCC1=O, predict the reaction product. The product is: [CH2:1]([O:8][C:9]1[C:16]([Br:18])=[CH:15][C:12]([CH:13]=[O:14])=[C:11]([OH:17])[CH:10]=1)[C:2]1[CH:3]=[CH:4][CH:5]=[CH:6][CH:7]=1. (7) Given the reactants [Cl:1][C:2]1[CH:7]=[CH:6][CH:5]=[C:4]([Cl:8])[C:3]=1[OH:9].[Br:10]Br.S([O-])([O-])=O.[Na+].[Na+], predict the reaction product. The product is: [Br:10][C:6]1[CH:7]=[C:2]([Cl:1])[C:3]([OH:9])=[C:4]([Cl:8])[CH:5]=1. (8) Given the reactants [CH3:1][O:2][N:3]=[C:4]([C:6]1[CH:11]=[CH:10][C:9]([F:12])=[CH:8][CH:7]=1)[CH3:5].C([BH3-])#N.[Na+], predict the reaction product. The product is: [F:12][C:9]1[CH:8]=[CH:7][C:6]([CH:4]([NH:3][O:2][CH3:1])[CH3:5])=[CH:11][CH:10]=1. (9) Given the reactants [C:1]1([S:7]([N:10]2[C:14]3=[N:15][CH:16]=[C:17]([F:19])[CH:18]=[C:13]3[CH:12]=[C:11]2[C:20]([C:27]2[CH:32]=[CH:31][C:30]([C:33](=[O:35])[CH3:34])=[CH:29][CH:28]=2)=[CH:21][CH:22]2[CH2:26][CH2:25][CH2:24][CH2:23]2)(=[O:9])=[O:8])[CH:6]=[CH:5][CH:4]=[CH:3][CH:2]=1.[CH3:36][Mg]Cl, predict the reaction product. The product is: [C:1]1([S:7]([N:10]2[C:14]3=[N:15][CH:16]=[C:17]([F:19])[CH:18]=[C:13]3[CH:12]=[C:11]2[C:20]([C:27]2[CH:28]=[CH:29][C:30]([C:33]([OH:35])([CH3:36])[CH3:34])=[CH:31][CH:32]=2)=[CH:21][CH:22]2[CH2:26][CH2:25][CH2:24][CH2:23]2)(=[O:9])=[O:8])[CH:2]=[CH:3][CH:4]=[CH:5][CH:6]=1. (10) Given the reactants [CH2:1]([N:7]1[CH:12]=[CH:11][C:10]([NH:13]C(=O)C)=[N:9][C:8]1=[O:17])[CH2:2][CH2:3][CH2:4][CH2:5][CH3:6], predict the reaction product. The product is: [NH2:13][C:10]1[CH:11]=[CH:12][N:7]([CH2:1][CH2:2][CH2:3][CH2:4][CH2:5][CH3:6])[C:8](=[O:17])[N:9]=1.